Dataset: Peptide-MHC class I binding affinity with 185,985 pairs from IEDB/IMGT. Task: Regression. Given a peptide amino acid sequence and an MHC pseudo amino acid sequence, predict their binding affinity value. This is MHC class I binding data. (1) The peptide sequence is ILMARYMSK. The MHC is HLA-A02:03 with pseudo-sequence HLA-A02:03. The binding affinity (normalized) is 0.0847. (2) The peptide sequence is QKLNSWDVFG. The MHC is Mamu-A2201 with pseudo-sequence Mamu-A2201. The binding affinity (normalized) is 0.